Dataset: Full USPTO retrosynthesis dataset with 1.9M reactions from patents (1976-2016). Task: Predict the reactants needed to synthesize the given product. (1) Given the product [CH3:13][O:10][C:9](=[O:11])/[CH:8]=[CH:7]/[C:6]1[CH:5]=[CH:4][C:3]([OH:12])=[CH:2][CH:1]=1, predict the reactants needed to synthesize it. The reactants are: [CH:1]1[C:6](/[CH:7]=[CH:8]/[C:9]([OH:11])=[O:10])=[CH:5][CH:4]=[C:3]([OH:12])[CH:2]=1.[CH3:13]O. (2) Given the product [Br:8][C:9]1[C:10](=[O:5])[NH:11][CH:12]=[C:13]([N+:16]([O-:18])=[O:17])[C:14]=1[Cl:15], predict the reactants needed to synthesize it. The reactants are: N.CC(C)([O-:5])C.[K+].[Br:8][C:9]1[CH:10]=[N:11][CH:12]=[C:13]([N+:16]([O-:18])=[O:17])[C:14]=1[Cl:15].C(OO)(C)(C)C.